Dataset: Forward reaction prediction with 1.9M reactions from USPTO patents (1976-2016). Task: Predict the product of the given reaction. (1) Given the reactants [Cl:1][C:2]1[C:7]2[NH:8][C:9]([C:11]3[CH2:15][C:14]4([CH2:20][CH2:19][CH2:18][CH2:17][CH2:16]4)[O:13][N:12]=3)=[N:10][C:6]=2[CH:5]=[C:4]([C:21]2[CH:26]=[CH:25][CH:24]=[CH:23][C:22]=2[O:27][C:28]([F:31])([F:30])[F:29])[CH:3]=1.[CH3:32][S:33]([OH:36])(=[O:35])=[O:34], predict the reaction product. The product is: [CH3:32][S:33]([OH:36])(=[O:35])=[O:34].[Cl:1][C:2]1[C:7]2[NH:8][C:9]([C:11]3[CH2:15][C:14]4([CH2:16][CH2:17][CH2:18][CH2:19][CH2:20]4)[O:13][N:12]=3)=[N:10][C:6]=2[CH:5]=[C:4]([C:21]2[CH:26]=[CH:25][CH:24]=[CH:23][C:22]=2[O:27][C:28]([F:29])([F:30])[F:31])[CH:3]=1. (2) Given the reactants [NH:1]1[C:5]2=[CH:6][N:7]=[C:8]([NH:10][C:11]3[C:12]4[CH:19]=[C:18]([C:20](O)=[O:21])[NH:17][C:13]=4[N:14]=[CH:15][N:16]=3)[CH:9]=[C:4]2[CH:3]=[N:2]1.[NH:23]1[CH2:28][CH2:27][O:26][CH2:25][CH2:24]1, predict the reaction product. The product is: [N:23]1([C:20]([C:18]2[NH:17][C:13]3[N:14]=[CH:15][N:16]=[C:11]([NH:10][C:8]4[CH:9]=[C:4]5[CH:3]=[N:2][NH:1][C:5]5=[CH:6][N:7]=4)[C:12]=3[CH:19]=2)=[O:21])[CH2:28][CH2:27][O:26][CH2:25][CH2:24]1. (3) Given the reactants [NH:1]1[C:9]2[CH2:8][CH2:7][CH2:6][C:5](=[O:10])[C:4]=2[CH:3]=[CH:2]1.[OH-].[Na+].Cl[CH2:14][CH2:15][N:16]1[CH2:21][CH2:20][N:19]([C:22]2[CH:27]=[CH:26][C:25]([Cl:28])=[C:24]([Cl:29])[CH:23]=2)[CH2:18][CH2:17]1.C(OCC)(=O)C.ClCCl, predict the reaction product. The product is: [Cl:29][C:24]1[CH:23]=[C:22]([N:19]2[CH2:18][CH2:17][N:16]([CH2:15][CH2:14][N:1]3[C:9]4[CH2:8][CH2:7][CH2:6][C:5](=[O:10])[C:4]=4[CH:3]=[CH:2]3)[CH2:21][CH2:20]2)[CH:27]=[CH:26][C:25]=1[Cl:28].